This data is from Forward reaction prediction with 1.9M reactions from USPTO patents (1976-2016). The task is: Predict the product of the given reaction. Given the reactants [CH3:1][C:2]1([CH3:17])[CH2:7][C:6]([CH3:9])([CH3:8])[CH2:5][CH:4]([C:10]2[CH:15]=[CH:14][CH:13]=[CH:12][C:11]=2[OH:16])[CH2:3]1.C(N(CC)CC)C.[F:25][C:26]([F:39])([F:38])[S:27](O[S:27]([C:26]([F:39])([F:38])[F:25])(=[O:29])=[O:28])(=[O:29])=[O:28].C(OCC)C, predict the reaction product. The product is: [CH3:1][C:2]1([CH3:17])[CH2:7][C:6]([CH3:8])([CH3:9])[CH2:5][CH:4]([C:10]2[CH:15]=[CH:14][CH:13]=[CH:12][C:11]=2[O:16][S:27]([C:26]([F:39])([F:38])[F:25])(=[O:29])=[O:28])[CH2:3]1.